This data is from Full USPTO retrosynthesis dataset with 1.9M reactions from patents (1976-2016). The task is: Predict the reactants needed to synthesize the given product. (1) The reactants are: [OH-].[K+].S(O)(O)(=O)=O.[NH2:8][C:9]1[N:14]=[C:13]([NH2:15])[CH:12]=[C:11]([SH:16])[N:10]=1.N[C:18]1N=C(N)C=C(S)N=1.CI. Given the product [CH3:18][S:16][C:11]1[N:10]=[C:9]([NH2:8])[N:14]=[C:13]([NH2:15])[CH:12]=1, predict the reactants needed to synthesize it. (2) Given the product [CH3:32][O:33][C:34]1[CH:35]=[CH:36][C:37]([N:15]([C:12]2[N:13]=[CH:14][CH:9]=[CH:10][N:11]=2)[C:16]2[CH:21]=[CH:20][CH:19]=[C:18]([CH:81]3[N:76]([CH3:75])[CH2:77][CH2:78][N:79]([C:67]([NH2:57])=[O:73])[CH2:80]3)[CH:17]=2)=[CH:38][CH:39]=1, predict the reactants needed to synthesize it. The reactants are: COC1C=CC([C:9]2[CH:10]=[N:11][C:12]([NH:15][C:16]3[CH:17]=[C:18](NC(N4CCN(C)CC4)=O)[CH:19]=[CH:20][CH:21]=3)=[N:13][CH:14]=2)=CC=1.[CH3:32][O:33][C:34]1[CH:39]=[CH:38][C:37](C2C=NC(NC3C=CC=C(N)C=3)=NC=2)=[CH:36][CH:35]=1.C([N:57](C(C)C)CC)(C)C.ClC(Cl)(O[C:67](=[O:73])OC(Cl)(Cl)Cl)Cl.[CH3:75][N:76]1[CH2:81][CH2:80][NH:79][CH2:78][CH2:77]1. (3) Given the product [Br:14][CH2:1][C:2]1[CH:3]=[CH:4][C:5]([C:10]([F:11])([F:12])[F:13])=[C:6]([CH:9]=1)[C:7]#[N:8], predict the reactants needed to synthesize it. The reactants are: [CH3:1][C:2]1[CH:3]=[CH:4][C:5]([C:10]([F:13])([F:12])[F:11])=[C:6]([CH:9]=1)[C:7]#[N:8].[Br:14]N1C(=O)CCC1=O.N(C(C)(C)C#N)=NC(C)(C)C#N. (4) Given the product [CH3:36][O:35][C:33]([C:32]1[CH:31]=[CH:30][C:29]([C:16]2[C:17]([CH3:27])([CH3:28])[C@H:18]3[C@:13]([CH3:39])([CH2:14][CH:15]=2)[C@@H:12]2[C@:21]([CH3:26])([C@@:22]4([CH3:25])[C@H:9]([CH2:10][CH2:11]2)[C@H:8]2[C@H:40]([C:43]([CH3:45])=[CH2:44])[CH2:41][CH2:42][C@:7]2([C:5]([NH:4][CH2:3][CH2:2][N:1]([CH2:31][CH2:32][C:33]([O:35][CH3:36])=[O:34])[CH2:48][CH2:47][C:46]([O:50][CH3:51])=[O:49])=[O:6])[CH2:24][CH2:23]4)[CH2:20][CH2:19]3)=[CH:38][CH:37]=1)=[O:34], predict the reactants needed to synthesize it. The reactants are: [NH2:1][CH2:2][CH2:3][NH:4][C:5]([C@:7]12[CH2:42][CH2:41][C@@H:40]([C:43]([CH3:45])=[CH2:44])[C@@H:8]1[C@@H:9]1[C@@:22]([CH3:25])([CH2:23][CH2:24]2)[C@@:21]2([CH3:26])[C@@H:12]([C@:13]3([CH3:39])[C@@H:18]([CH2:19][CH2:20]2)[C:17]([CH3:28])([CH3:27])[C:16]([C:29]2[CH:38]=[CH:37][C:32]([C:33]([O:35][CH3:36])=[O:34])=[CH:31][CH:30]=2)=[CH:15][CH2:14]3)[CH2:11][CH2:10]1)=[O:6].[C:46]([O:50][CH3:51])(=[O:49])[CH:47]=[CH2:48]. (5) Given the product [NH2:28][C:25]1[N:24]=[CH:23][C:22]([C:7]2[N:6]=[C:5]([C:43]3[CH:48]=[CH:47][C:46]([O:49][C:50]([F:53])([F:52])[F:51])=[CH:45][CH:44]=3)[N:4]([CH:1]3[CH2:2][CH2:3]3)[C:8]=2[C:9]([N:11]2[CH2:12][CH2:13][CH:14]([N:17]3[CH2:18][CH2:19][CH2:20][CH2:21]3)[CH2:15][CH2:16]2)=[O:10])=[CH:27][CH:26]=1, predict the reactants needed to synthesize it. The reactants are: [CH:1]1([N:4]2[C:8]([C:9]([N:11]3[CH2:16][CH2:15][CH:14]([N:17]4[CH2:21][CH2:20][CH2:19][CH2:18]4)[CH2:13][CH2:12]3)=[O:10])=[C:7]([C:22]3[CH:23]=[N:24][C:25]([N:28](CC4C=CC=CC=4)CC4C=CC=CC=4)=[CH:26][CH:27]=3)[N:6]=[C:5]2[C:43]2[CH:48]=[CH:47][C:46]([O:49][C:50]([F:53])([F:52])[F:51])=[CH:45][CH:44]=2)[CH2:3][CH2:2]1. (6) Given the product [I:30][C:23]1[CH:22]=[C:21]([C:24]2[CH:29]=[CH:28][N:27]=[CH:26][CH:25]=2)[N:20]=[N:19][C:18]=1[O:17][CH3:16], predict the reactants needed to synthesize it. The reactants are: C([Li])CCC.CC1(C)CCCC(C)(C)N1.[CH3:16][O:17][C:18]1[N:19]=[N:20][C:21]([C:24]2[CH:29]=[CH:28][N:27]=[CH:26][CH:25]=2)=[CH:22][CH:23]=1.[I:30]I.